From a dataset of Full USPTO retrosynthesis dataset with 1.9M reactions from patents (1976-2016). Predict the reactants needed to synthesize the given product. The reactants are: [F:1][C:2]1[CH:7]=[CH:6][C:5]([C@@H:8]2[CH2:13][C:12](=[O:14])[CH:11]=[CH:10][NH:9]2)=[CH:4][CH:3]=1.[Li]CCCC.CCCCCC.[Br:26][C:27]1[CH:32]=[C:31]([F:33])[C:30]([O:34][CH2:35][CH2:36][O:37][Si:38]([C:41]([CH3:44])([CH3:43])[CH3:42])([CH3:40])[CH3:39])=[CH:29][C:28]=1[CH:45]([C:80](=[O:82])C)C(C)(C)C(OC(=O)C(C)(C)[CH:45]([C:80](=[O:82])C)[C:28]1[CH:29]=[C:30]([O:34][CH2:35][CH2:36][O:37][Si:38]([CH3:39])([CH3:40])[C:41]([CH3:42])([CH3:43])[CH3:44])[C:31]([F:33])=[CH:32][C:27]=1[Br:26])=O.[Cl-].[NH4+]. Given the product [Br:26][C:27]1[CH:32]=[C:31]([F:33])[C:30]([O:34][CH2:35][CH2:36][O:37][Si:38]([C:41]([CH3:42])([CH3:43])[CH3:44])([CH3:39])[CH3:40])=[CH:29][C:28]=1[CH2:45][C:80]([N:9]1[CH:10]=[CH:11][C:12](=[O:14])[CH2:13][CH:8]1[C:5]1[CH:6]=[CH:7][C:2]([F:1])=[CH:3][CH:4]=1)=[O:82], predict the reactants needed to synthesize it.